The task is: Predict the reactants needed to synthesize the given product.. This data is from Full USPTO retrosynthesis dataset with 1.9M reactions from patents (1976-2016). (1) The reactants are: [CH3:1][N:2]1[C:8](=[O:9])[C@@H:7]([NH:10]C(=O)OCC2C=CC=CC=2)[CH2:6][O:5][CH2:4][CH2:3]1. Given the product [NH2:10][C@H:7]1[CH2:6][O:5][CH2:4][CH2:3][N:2]([CH3:1])[C:8]1=[O:9], predict the reactants needed to synthesize it. (2) The reactants are: [F:1][C:2]1[C:10]2[C:6](=[C:7]([CH3:12])[N:8]([CH3:11])[N:9]=2)[CH:5]=[C:4](C(O)=O)[C:3]=1[NH:16][C:17]1[CH:22]=[CH:21][C:20]([I:23])=[CH:19][C:18]=1[F:24].C([N:27]([CH2:30]C)CC)C.C1(P(N=[N+]=[N-])(C2C=CC=CC=2)=[O:39])C=CC=CC=1. Given the product [F:1][C:2]1[C:10]2[C:6](=[C:7]([CH3:12])[N:8]([CH3:11])[N:9]=2)[CH:5]=[C:4]2[NH:27][C:30](=[O:39])[N:16]([C:17]3[CH:22]=[CH:21][C:20]([I:23])=[CH:19][C:18]=3[F:24])[C:3]=12, predict the reactants needed to synthesize it. (3) Given the product [Cl:3][CH2:4][CH2:5][CH2:6][C:7]([C:14]1[CH:19]=[CH:18][C:17]([F:20])=[CH:16][CH:15]=1)([O:12][CH3:13])[C:8]([OH:10])=[O:9], predict the reactants needed to synthesize it. The reactants are: [OH-].[Na+].[Cl:3][CH2:4][CH2:5][CH2:6][C:7]([C:14]1[CH:19]=[CH:18][C:17]([F:20])=[CH:16][CH:15]=1)([O:12][CH3:13])[C:8]([O:10]C)=[O:9].O. (4) Given the product [F:19][C:20]1[CH:21]=[CH:22][C:23]([CH3:27])=[C:24]([NH:25][C:8](=[O:10])[CH:2]([CH3:1])[C:3]([O:5][CH2:6][CH3:7])=[O:4])[CH:26]=1, predict the reactants needed to synthesize it. The reactants are: [CH3:1][CH:2]([C:8]([O:10]CC)=O)[C:3]([O:5][CH2:6][CH3:7])=[O:4].N1C=CC=CC=1.[F:19][C:20]1[CH:21]=[CH:22][C:23]([CH3:27])=[C:24]([CH:26]=1)[NH2:25]. (5) Given the product [ClH:1].[Cl:20][C:21]1[CH:22]=[C:23]([CH:25]=[CH:26][C:27]=1[C:28](=[O:34])[C:29]1[S:33][CH:32]=[CH:31][CH:30]=1)[NH:24][C:2]1[C:11]2[C:6](=[CH:7][CH:8]=[CH:9][C:10]=2[O:12][CH:13]2[CH2:18][CH2:17][N:16]([CH3:19])[CH2:15][CH2:14]2)[N:5]=[CH:4][N:3]=1, predict the reactants needed to synthesize it. The reactants are: [Cl:1][C:2]1[C:11]2[C:6](=[CH:7][CH:8]=[CH:9][C:10]=2[O:12][CH:13]2[CH2:18][CH2:17][N:16]([CH3:19])[CH2:15][CH2:14]2)[N:5]=[CH:4][N:3]=1.[Cl:20][C:21]1[CH:22]=[C:23]([CH:25]=[CH:26][C:27]=1[C:28](=[O:34])[C:29]1[S:33][CH:32]=[CH:31][CH:30]=1)[NH2:24]. (6) Given the product [CH2:1]([O:8][C:9]1[CH:10]=[C:11]2[C:12](=[CH:13][C:14]=1[O:15][CH3:16])[CH:23]=[N:22][CH:18]([CH:19]([CH3:20])[CH3:21])[CH2:17]2)[C:2]1[CH:3]=[CH:4][CH:5]=[CH:6][CH:7]=1, predict the reactants needed to synthesize it. The reactants are: [CH2:1]([O:8][C:9]1[CH:10]=[C:11]([CH2:17][CH:18]([NH:22][CH:23]=O)[CH:19]([CH3:21])[CH3:20])[CH:12]=[CH:13][C:14]=1[O:15][CH3:16])[C:2]1[CH:7]=[CH:6][CH:5]=[CH:4][CH:3]=1.O=P(Cl)(Cl)Cl.O.N. (7) Given the product [CH3:26][O:25][C:22]1[CH:21]=[CH:20][C:19]([C:8]2[O:9][C:10]([CH2:11][O:12][CH:13]3[CH2:18][CH2:17][CH2:16][CH2:15][O:14]3)=[C:6]([CH2:4][OH:3])[N:7]=2)=[CH:24][CH:23]=1, predict the reactants needed to synthesize it. The reactants are: C([O:3][C:4]([C:6]1[N:7]=[C:8]([C:19]2[CH:24]=[CH:23][C:22]([O:25][CH3:26])=[CH:21][CH:20]=2)[O:9][C:10]=1[CH2:11][O:12][CH:13]1[CH2:18][CH2:17][CH2:16][CH2:15][O:14]1)=O)C.[H-].[Al+3].[Li+].[H-].[H-].[H-]. (8) Given the product [Cl:112][C:100]1[CH:99]=[CH:98][C:97]([C:66]2[C:67]([C@@H:69]([NH:79][C:80](=[O:96])[CH2:81][N:82]3[C:86]4[C:87]([F:91])([F:92])[C@@H:88]5[CH2:90][C@@H:89]5[C:85]=4[C:84]([CH:93]([F:95])[F:94])=[N:83]3)[CH2:70][C:71]3[CH:76]=[C:75]([F:77])[CH:74]=[C:73]([F:78])[CH:72]=3)=[N:68][C:63]([C:117]#[C:116][C:114]([CH3:115])([N:118]3[CH2:122][CH2:121][O:120][C:119]3=[O:123])[CH3:113])=[CH:64][CH:65]=2)=[C:105]2[C:101]=1[C:102]([NH:107][S:108]([CH3:111])(=[O:110])=[O:109])=[N:103][N:104]2[CH3:106], predict the reactants needed to synthesize it. The reactants are: ClC1C=CC(C2C([C@@H](NC(=O)CN3C4C(F)(F)[C@@H]5C[C@@H]5C=4C(C(F)(F)F)=N3)CC3C=C(F)C=C(F)C=3)=NC(C#CC(O)C3N=CN(C)C=3)=CC=2)=C2C=1C(NS(C)(=O)=O)=NN2C.Cl[C:63]1[N:68]=[C:67]([C@@H:69]([NH:79][C:80](=[O:96])[CH2:81][N:82]2[C:86]3[C:87]([F:92])([F:91])[C@@H:88]4[CH2:90][C@@H:89]4[C:85]=3[C:84]([CH:93]([F:95])[F:94])=[N:83]2)[CH2:70][C:71]2[CH:76]=[C:75]([F:77])[CH:74]=[C:73]([F:78])[CH:72]=2)[C:66]([C:97]2[CH:98]=[CH:99][C:100]([Cl:112])=[C:101]3[C:105]=2[N:104]([CH3:106])[N:103]=[C:102]3[NH:107][S:108]([CH3:111])(=[O:110])=[O:109])=[CH:65][CH:64]=1.[CH3:113][C:114]([N:118]1[CH2:122][CH2:121][O:120][C:119]1=[O:123])([C:116]#[CH:117])[CH3:115]. (9) Given the product [N:17]1[C:18]2[C:19](=[CH:20][CH:21]=[C:22]3[C:27]=2[N:26]=[CH:25][CH:24]=[CH:23]3)[CH:28]=[CH:2][C:1]=1[C:4]1[CH:13]=[CH:12][C:11]2[C:6](=[CH:7][C:8]([C:14]3[CH:15]=[CH:28][C:19]4[C:18](=[C:27]5[C:22](=[CH:21][CH:20]=4)[CH:23]=[CH:24][CH:25]=[N:26]5)[N:17]=3)=[CH:9][CH:10]=2)[CH:5]=1, predict the reactants needed to synthesize it. The reactants are: [C:1]([C:4]1[CH:13]=[CH:12][C:11]2[C:6](=[CH:7][C:8]([C:14](=O)[CH3:15])=[CH:9][CH:10]=2)[CH:5]=1)(=O)[CH3:2].[NH2:17][C:18]1[C:19]([CH:28]=O)=[CH:20][CH:21]=[C:22]2[C:27]=1[N:26]=[CH:25][CH:24]=[CH:23]2.[OH-].[K+]. (10) Given the product [C:1]([O:4][C:5]1[CH:6]=[CH:7][C:8]2[C:12]([O:13][C:14]3[CH:15]=[CH:16][C:17](/[CH:20]=[CH:21]/[C:22]([OH:24])=[O:23])=[CH:18][CH:19]=3)=[C:11]([C:29]3[CH:34]=[CH:33][CH:32]=[CH:31][C:30]=3[CH:35]([CH3:36])[CH3:37])[S:10][C:9]=2[CH:38]=1)(=[O:3])[CH3:2], predict the reactants needed to synthesize it. The reactants are: [C:1]([O:4][C:5]1[CH:6]=[CH:7][C:8]2[C:12]([O:13][C:14]3[CH:19]=[CH:18][C:17](/[CH:20]=[CH:21]/[C:22]([O:24]C(C)(C)C)=[O:23])=[CH:16][CH:15]=3)=[C:11]([C:29]3[CH:34]=[CH:33][CH:32]=[CH:31][C:30]=3[CH:35]([CH3:37])[CH3:36])[S:10][C:9]=2[CH:38]=1)(=[O:3])[CH3:2].C(O)(C(F)(F)F)=O.